This data is from Catalyst prediction with 721,799 reactions and 888 catalyst types from USPTO. The task is: Predict which catalyst facilitates the given reaction. (1) Reactant: [NH2:1][CH2:2][C:3]1[S:7][C:6](/[CH:8]=[CH:9]/[C:10]([NH:12][CH:13]([C:18]2[CH:23]=[CH:22][CH:21]=[C:20]([C:24]([F:27])([F:26])[F:25])[CH:19]=2)[C:14]([F:17])([F:16])[F:15])=[O:11])=[CH:5][C:4]=1[CH3:28].CN(C(ON1N=NC2C=CC=NC1=2)=[N+](C)C)C.F[P-](F)(F)(F)(F)F.[CH3:53][S:54][CH2:55][C:56](O)=[O:57].C(N(CC)CC)C. Product: [CH3:28][C:4]1[CH:5]=[C:6](/[CH:8]=[CH:9]/[C:10]([NH:12][CH:13]([C:18]2[CH:23]=[CH:22][CH:21]=[C:20]([C:24]([F:27])([F:25])[F:26])[CH:19]=2)[C:14]([F:15])([F:16])[F:17])=[O:11])[S:7][C:3]=1[CH2:2][NH:1][C:56](=[O:57])[CH2:55][S:54][CH3:53]. The catalyst class is: 20. (2) Reactant: [CH3:1][O:2][C:3]1[CH:4]=[C:5]([CH:27]=[CH:28][C:29]=1[O:30][CH3:31])[CH2:6][N:7]1[C:16](=[O:17])[C:15]2[C:10](=[CH:11][CH:12]=[C:13]([CH:18]=[CH2:19])[CH:14]=2)[N:9]([CH:20]2[CH2:25][CH2:24][O:23][CH2:22][CH2:21]2)[C:8]1=[O:26].[OH-:32].[Na+].OO. The catalyst class is: 1. Product: [CH3:1][O:2][C:3]1[CH:4]=[C:5]([CH:27]=[CH:28][C:29]=1[O:30][CH3:31])[CH2:6][N:7]1[C:16](=[O:17])[C:15]2[C:10](=[CH:11][CH:12]=[C:13]([CH2:18][CH2:19][OH:32])[CH:14]=2)[N:9]([CH:20]2[CH2:21][CH2:22][O:23][CH2:24][CH2:25]2)[C:8]1=[O:26].